This data is from Catalyst prediction with 721,799 reactions and 888 catalyst types from USPTO. The task is: Predict which catalyst facilitates the given reaction. The catalyst class is: 101. Product: [F:1][C:2]1[C:7]([N:9]2[CH2:14][CH2:13][O:12][CH2:11][CH2:10]2)=[CH:6][CH:5]=[CH:4][N:3]=1. Reactant: [F:1][C:2]1[C:7](I)=[CH:6][CH:5]=[CH:4][N:3]=1.[NH:9]1[CH2:14][CH2:13][O:12][CH2:11][CH2:10]1.C1(P(C2CCCCC2)C2C=CC=CC=2C2C(OC)=CC=CC=2OC)CCCCC1.CC(C)([O-])C.[Na+].